This data is from Catalyst prediction with 721,799 reactions and 888 catalyst types from USPTO. The task is: Predict which catalyst facilitates the given reaction. (1) Reactant: ClC(Cl)(Cl)C([N:5]1[CH2:10][CH2:9][N:8]([C:11]2[CH:16]=[C:15]([S:17]([N:20]3[C:28]4[C:23](=[CH:24][C:25]([F:29])=[CH:26][CH:27]=4)[C:22]([CH:30]([F:32])[F:31])=[CH:21]3)(=[O:19])=[O:18])[CH:14]=[CH:13][C:12]=2[O:33][CH3:34])[CH2:7][CH2:6]1)=O.[OH-].[K+]. Product: [F:32][CH:30]([F:31])[C:22]1[C:23]2[C:28](=[CH:27][CH:26]=[C:25]([F:29])[CH:24]=2)[N:20]([S:17]([C:15]2[CH:14]=[CH:13][C:12]([O:33][CH3:34])=[C:11]([N:8]3[CH2:9][CH2:10][NH:5][CH2:6][CH2:7]3)[CH:16]=2)(=[O:19])=[O:18])[CH:21]=1. The catalyst class is: 1. (2) Reactant: [Cl:1][C:2]1[CH:3]=[C:4]2[C:9](=[CH:10][C:11]=1[C:12](O)=[O:13])[N:8]=[CH:7][N:6]=[C:5]2[NH:15][CH:16]([C:18]1[NH:22][C:21]2[CH:23]=[CH:24][C:25]([Cl:27])=[CH:26][C:20]=2[N:19]=1)[CH3:17].FC1C(OC(N(C)C)=[N+](C)C)=C(F)C(F)=C(F)C=1F.F[P-](F)(F)(F)(F)F.C(N(C(C)C)CC)(C)C.[NH:63]1[CH2:68][CH2:67][CH2:66][CH2:65][CH2:64]1. Product: [Cl:1][C:2]1[CH:3]=[C:4]2[C:9](=[CH:10][C:11]=1[C:12]([N:63]1[CH2:68][CH2:67][CH2:66][CH2:65][CH2:64]1)=[O:13])[N:8]=[CH:7][N:6]=[C:5]2[NH:15][CH:16]([C:18]1[NH:22][C:21]2[CH:23]=[CH:24][C:25]([Cl:27])=[CH:26][C:20]=2[N:19]=1)[CH3:17]. The catalyst class is: 16.